From a dataset of Full USPTO retrosynthesis dataset with 1.9M reactions from patents (1976-2016). Predict the reactants needed to synthesize the given product. (1) Given the product [NH3:8].[NH2:11][C:7]1[CH:6]=[C:5]([CH2:1][CH2:2][CH2:3][CH3:4])[CH:10]=[CH:9][N:8]=1, predict the reactants needed to synthesize it. The reactants are: [CH2:1]([C:5]1[CH:10]=[CH:9][N:8]=[CH:7][CH:6]=1)[CH2:2][CH2:3][CH3:4].[NH2-:11].[Na+]. (2) Given the product [CH3:27][S:28]([O:9][CH2:8][CH2:7][C:5]1[O:6][C:2]([Br:1])=[C:3]([C:10]2[CH:11]=[CH:12][C:13]([C:16]([F:19])([F:17])[F:18])=[CH:14][CH:15]=2)[N:4]=1)(=[O:30])=[O:29], predict the reactants needed to synthesize it. The reactants are: [Br:1][C:2]1[O:6][C:5]([CH2:7][CH2:8][OH:9])=[N:4][C:3]=1[C:10]1[CH:15]=[CH:14][C:13]([C:16]([F:19])([F:18])[F:17])=[CH:12][CH:11]=1.C(N(CC)CC)C.[CH3:27][S:28](Cl)(=[O:30])=[O:29].O. (3) Given the product [NH2:6][C:7]1[CH:12]=[CH:11][C:10]([CH2:1][CH2:2][CH3:3])=[CH:9][N:8]=1, predict the reactants needed to synthesize it. The reactants are: [CH2:1]([Mg]Br)[CH2:2][CH3:3].[NH2:6][C:7]1[CH:12]=[CH:11][C:10](Br)=[CH:9][N:8]=1.C(Cl)Cl.C([O-])(O)=O.[Na+]. (4) Given the product [CH:34]1[C:35]2[C:30](=[C:29]([NH:28][C:13](=[O:14])/[CH:12]=[CH:11]/[CH:10]=[C:9]([C:6]3[CH:7]=[CH:8][C:3]([C:2]([F:27])([F:1])[F:26])=[CH:4][CH:5]=3)[C:16]3[CH:21]=[CH:20][C:19]([C:22]([F:23])([F:25])[F:24])=[CH:18][CH:17]=3)[CH:38]=[CH:37][CH:36]=2)[CH:31]=[CH:32][N:33]=1, predict the reactants needed to synthesize it. The reactants are: [F:1][C:2]([F:27])([F:26])[C:3]1[CH:8]=[CH:7][C:6]([C:9]([C:16]2[CH:21]=[CH:20][C:19]([C:22]([F:25])([F:24])[F:23])=[CH:18][CH:17]=2)=[CH:10]/[CH:11]=[CH:12]/[C:13](O)=[O:14])=[CH:5][CH:4]=1.[NH2:28][C:29]1[CH:38]=[CH:37][CH:36]=[C:35]2[C:30]=1[CH:31]=[CH:32][N:33]=[CH:34]2.CCN=C=NCCCN(C)C.Cl.C1C=CC2N(O)N=NC=2C=1.C(=O)([O-])O.[Na+]. (5) Given the product [CH:1]([O:4][C:5]([N:7]1[CH2:12][CH2:11][CH:10]([C@H:13]([CH3:24])[CH2:14][CH2:15][O:16][C:17]2[CH:18]=[N:19][C:20]([N:34]3[CH2:35][CH2:36][C@H:37]([C:38]4[CH:43]=[C:42]([F:44])[CH:41]=[CH:40][C:39]=4[F:45])[C@@H:32]([NH:31][C:30]([O:29][C:25]([CH3:28])([CH3:27])[CH3:26])=[O:46])[CH2:33]3)=[N:21][CH:22]=2)[CH2:9][CH2:8]1)=[O:6])([CH3:3])[CH3:2], predict the reactants needed to synthesize it. The reactants are: [CH:1]([O:4][C:5]([N:7]1[CH2:12][CH2:11][CH:10]([C@H:13]([CH3:24])[CH2:14][CH2:15][O:16][C:17]2[CH:18]=[N:19][C:20](Cl)=[N:21][CH:22]=2)[CH2:9][CH2:8]1)=[O:6])([CH3:3])[CH3:2].[C:25]([O:29][C:30](=[O:46])[NH:31][C@@H:32]1[C@@H:37]([C:38]2[CH:43]=[C:42]([F:44])[CH:41]=[CH:40][C:39]=2[F:45])[CH2:36][CH2:35][NH:34][CH2:33]1)([CH3:28])([CH3:27])[CH3:26]. (6) Given the product [Cl:1][C:2]1[C:7]([N+:30]([O-:32])=[O:31])=[CH:6][C:5]([NH:8][S:9]([C:12]2[CH:17]=[CH:16][C:15]([CH3:18])=[CH:14][CH:13]=2)(=[O:10])=[O:11])=[C:4]([NH:19][S:20]([C:23]2[CH:24]=[CH:25][C:26]([CH3:29])=[CH:27][CH:28]=2)(=[O:21])=[O:22])[CH:3]=1, predict the reactants needed to synthesize it. The reactants are: [Cl:1][C:2]1[CH:7]=[CH:6][C:5]([NH:8][S:9]([C:12]2[CH:17]=[CH:16][C:15]([CH3:18])=[CH:14][CH:13]=2)(=[O:11])=[O:10])=[C:4]([NH:19][S:20]([C:23]2[CH:28]=[CH:27][C:26]([CH3:29])=[CH:25][CH:24]=2)(=[O:22])=[O:21])[CH:3]=1.[N+:30]([O-])([OH:32])=[O:31]. (7) Given the product [CH3:15][Si:16]([CH3:19])([CH3:18])[C:2]#[C:3][C:4]1([CH3:8])[CH2:7][O:6][CH2:5]1, predict the reactants needed to synthesize it. The reactants are: Br[C:2](Br)=[CH:3][C:4]1([CH3:8])[CH2:7][O:6][CH2:5]1.C([Li])CCC.[CH3:15][Si:16]([CH3:19])([CH3:18])Cl.